Task: Predict the product of the given reaction.. Dataset: Forward reaction prediction with 1.9M reactions from USPTO patents (1976-2016) (1) Given the reactants [F:1][C:2]([F:28])([F:27])[C@H:3]1[CH2:8][CH2:7][C@H:6]([NH:9][C:10](=[O:26])[C:11]2[CH:16]=[C:15]([NH2:17])[C:14]([NH2:18])=[CH:13][C:12]=2[N:19]2[CH2:24][CH2:23][CH:22]([F:25])[CH2:21][CH2:20]2)[CH2:5][CH2:4]1.[F:29][C:30]1[C:43]([N:44]=[C:45]=S)=[C:42]([F:47])[CH:41]=[CH:40][C:31]=1[CH2:32][NH:33][C:34](=[O:39])[C:35]([CH3:38])([CH3:37])[CH3:36].CC(C)N=C=NC(C)C, predict the reaction product. The product is: [F:28][C:2]([F:27])([F:1])[C@H:3]1[CH2:4][CH2:5][C@H:6]([NH:9][C:10]([C:11]2[C:12]([N:19]3[CH2:24][CH2:23][CH:22]([F:25])[CH2:21][CH2:20]3)=[CH:13][C:14]3[NH:18][C:45]([NH:44][C:43]4[C:42]([F:47])=[CH:41][CH:40]=[C:31]([CH2:32][NH:33][C:34](=[O:39])[C:35]([CH3:36])([CH3:37])[CH3:38])[C:30]=4[F:29])=[N:17][C:15]=3[CH:16]=2)=[O:26])[CH2:7][CH2:8]1. (2) Given the reactants Br[C:2]1[S:3][CH:4]=[C:5]([C:7]([NH:9][C:10]2[CH:11]=[N:12][N:13]([CH3:31])[C:14]=2[C@H:15]2[O:21][CH2:20][C@H:19]([F:22])[C@H:18]([NH:23]C(=O)OC(C)(C)C)[CH2:17][CH2:16]2)=[O:8])[N:6]=1.[F:32][C:33]1[CH:34]=[C:35](B(O)O)[CH:36]=[N:37][CH:38]=1, predict the reaction product. The product is: [NH2:23][C@H:18]1[C@@H:19]([F:22])[CH2:20][O:21][C@H:15]([C:14]2[N:13]([CH3:31])[N:12]=[CH:11][C:10]=2[NH:9][C:7]([C:5]2[N:6]=[C:2]([C:35]3[CH:36]=[N:37][CH:38]=[C:33]([F:32])[CH:34]=3)[S:3][CH:4]=2)=[O:8])[CH2:16][CH2:17]1.